Dataset: Catalyst prediction with 721,799 reactions and 888 catalyst types from USPTO. Task: Predict which catalyst facilitates the given reaction. (1) Reactant: [I:1][C:2]1[S:6][CH:5]=[C:4]([C:7]([OH:9])=[O:8])[CH:3]=1.IC.[C:12](=O)([O-])[O-].[K+].[K+].CN(C=O)C. Product: [I:1][C:2]1[S:6][CH:5]=[C:4]([C:7]([O:9][CH3:12])=[O:8])[CH:3]=1. The catalyst class is: 6. (2) Reactant: Cl[C:2]1[N:7]=[C:6]([C:8]2[CH:9]=[N:10][N:11]([CH:13]([CH:17]3[CH2:19][CH2:18]3)[CH2:14][C:15]#[N:16])[CH:12]=2)[N:5]2[CH:20]=[CH:21][N:22]=[C:4]2[CH:3]=1.[O:23]1[CH2:26][CH:25]([N:27]2[CH:31]=[C:30](B3OC(C)(C)C(C)(C)O3)[CH:29]=[N:28]2)[CH2:24]1.P([O-])([O-])([O-])=O.[K+].[K+].[K+].C1(P(C2CCCCC2)C2C=CC=CC=2C2C(C(C)C)=CC(C(C)C)=CC=2C(C)C)CCCCC1. Product: [CH:17]1([CH:13]([N:11]2[CH:12]=[C:8]([C:6]3[N:5]4[CH:20]=[CH:21][N:22]=[C:4]4[CH:3]=[C:2]([C:30]4[CH:29]=[N:28][N:27]([CH:25]5[CH2:26][O:23][CH2:24]5)[CH:31]=4)[N:7]=3)[CH:9]=[N:10]2)[CH2:14][C:15]#[N:16])[CH2:19][CH2:18]1. The catalyst class is: 102. (3) Reactant: [NH2:1][C:2]1[CH:7]=[C:6]([C:8]([O:10][CH3:11])=[O:9])[C:5]([F:12])=[CH:4][C:3]=1[NH:13][CH:14]1[CH2:19][CH2:18][N:17]([C:20]([O:22][C:23]([CH3:26])([CH3:25])[CH3:24])=[O:21])[CH2:16][CH2:15]1.[C:27](N1C=CN=C1)(N1C=CN=C1)=[O:28]. Product: [C:23]([O:22][C:20]([N:17]1[CH2:18][CH2:19][CH:14]([N:13]2[C:3]3[CH:4]=[C:5]([F:12])[C:6]([C:8]([O:10][CH3:11])=[O:9])=[CH:7][C:2]=3[NH:1][C:27]2=[O:28])[CH2:15][CH2:16]1)=[O:21])([CH3:26])([CH3:25])[CH3:24]. The catalyst class is: 7. (4) Reactant: [NH:1]1[C:5]2[CH:6]=[CH:7][CH:8]=[CH:9][C:4]=2[N:3]=[C:2]1[CH:10]1[CH2:15][CH2:14][CH:13]([OH:16])[CH2:12][CH2:11]1.[Br:17][C:18]1[C:19](Cl)=[N:20][CH:21]=[CH:22][CH:23]=1.C(O[Na])(C)(C)C. Product: [Br:17][C:18]1[C:19]([O:16][CH:13]2[CH2:14][CH2:15][CH:10]([C:2]3[NH:3][C:4]4[CH:9]=[CH:8][CH:7]=[CH:6][C:5]=4[N:1]=3)[CH2:11][CH2:12]2)=[N:20][CH:21]=[CH:22][CH:23]=1. The catalyst class is: 16.